This data is from CYP2C9 inhibition data for predicting drug metabolism from PubChem BioAssay. The task is: Regression/Classification. Given a drug SMILES string, predict its absorption, distribution, metabolism, or excretion properties. Task type varies by dataset: regression for continuous measurements (e.g., permeability, clearance, half-life) or binary classification for categorical outcomes (e.g., BBB penetration, CYP inhibition). Dataset: cyp2c9_veith. (1) The compound is CC(=O)Nc1cc(C(=O)N2CCCC2)ccc1S(=O)(=O)c1ccc(C)cc1. The result is 0 (non-inhibitor). (2) The result is 1 (inhibitor). The drug is CC(=O)c1ccc(NC(=O)C2(c3ccccc3)CCOCC2)cc1. (3) The compound is COc1ncc2ncc(=O)n(C[C@H]3CCCO3)c2n1. The result is 0 (non-inhibitor). (4) The compound is C/C(=N\NC(=O)CC1N=C(Cc2ccccc2)NNC1=O)c1ccc(Cl)cc1Cl. The result is 0 (non-inhibitor). (5) The compound is COc1ccc(N(C)C(=O)c2ccc3nc(-c4ccccc4)c(-c4ccccc4)nc3c2)cc1. The result is 1 (inhibitor). (6) The drug is COC(=O)[C@H]1[C@@H](OS(=O)(=O)O)CC[C@H]2CN3CCc4c([nH]c5ccccc45)[C@@H]3C[C@H]21. The result is 0 (non-inhibitor). (7) The drug is Cn1c(=O)n(CCC(=O)O)c2ccccc21. The result is 0 (non-inhibitor). (8) The drug is COc1cccc(-c2cncnc2N(C)Cc2ccco2)c1. The result is 0 (non-inhibitor). (9) The result is 0 (non-inhibitor). The drug is CCC#CCOCC(=O)Nc1ccccc1.